From a dataset of Full USPTO retrosynthesis dataset with 1.9M reactions from patents (1976-2016). Predict the reactants needed to synthesize the given product. The reactants are: C[N:2](C(ON1N=NC2C=CC=NC1=2)=[N+](C)C)C.F[P-](F)(F)(F)(F)F.[C:25]([C:29]1[CH:30]=[C:31]2[C:36](=[CH:37][CH:38]=1)[C:35](=[O:39])[N:34]([C:40]1[C:41]([CH2:55][OH:56])=[C:42]([C:46]3[N:50]([CH3:51])[C:49]([C:52](O)=[O:53])=[CH:48][CH:47]=3)[CH:43]=[CH:44][CH:45]=1)[N:33]=[CH:32]2)([CH3:28])([CH3:27])[CH3:26]. Given the product [C:25]([C:29]1[CH:30]=[C:31]2[C:36](=[CH:37][CH:38]=1)[C:35](=[O:39])[N:34]([C:40]1[C:41]([CH2:55][OH:56])=[C:42]([C:46]3[N:50]([CH3:51])[C:49]([C:52]([NH2:2])=[O:53])=[CH:48][CH:47]=3)[CH:43]=[CH:44][CH:45]=1)[N:33]=[CH:32]2)([CH3:28])([CH3:26])[CH3:27], predict the reactants needed to synthesize it.